Dataset: Full USPTO retrosynthesis dataset with 1.9M reactions from patents (1976-2016). Task: Predict the reactants needed to synthesize the given product. (1) Given the product [CH2:1]([O:8][C:9]([N:11]1[CH2:15][CH2:14][C:13]([CH:16]([N:24]=[N+:25]=[N-:26])[CH3:17])([F:23])[CH2:12]1)=[O:10])[C:2]1[CH:7]=[CH:6][CH:5]=[CH:4][CH:3]=1, predict the reactants needed to synthesize it. The reactants are: [CH2:1]([O:8][C:9]([N:11]1[CH2:15][CH2:14][C:13]([F:23])([CH:16](OS(C)(=O)=O)[CH3:17])[CH2:12]1)=[O:10])[C:2]1[CH:7]=[CH:6][CH:5]=[CH:4][CH:3]=1.[N-:24]=[N+:25]=[N-:26].[Na+]. (2) Given the product [O:23]=[S:2]1(=[O:1])[CH2:6][CH2:5][CH2:4][N:3]1[C:7]1[CH:15]=[C:14]([N:16]2[CH2:20][CH2:19][CH2:18][S:17]2(=[O:22])=[O:21])[CH:13]=[CH:12][C:8]=1[C:9]([N:38]1[CH2:39][CH2:40][N:35]([C:26]2[C:25]([CH3:24])=[CH:30][C:29]([C:31]([F:34])([F:32])[F:33])=[CH:28][N:27]=2)[CH2:36][CH2:37]1)=[O:10], predict the reactants needed to synthesize it. The reactants are: [O:1]=[S:2]1(=[O:23])[CH2:6][CH2:5][CH2:4][N:3]1[C:7]1[CH:15]=[C:14]([N:16]2[CH2:20][CH2:19][CH2:18][S:17]2(=[O:22])=[O:21])[CH:13]=[CH:12][C:8]=1[C:9](O)=[O:10].[CH3:24][C:25]1[C:26]([N:35]2[CH2:40][CH2:39][NH:38][CH2:37][CH2:36]2)=[N:27][CH:28]=[C:29]([C:31]([F:34])([F:33])[F:32])[CH:30]=1. (3) Given the product [NH2:8][C:9]1[CH:14]=[CH:13][C:12]([S:15][C:16]2[N:21]=[C:20]([NH:22][C:23]3[S:24][C:25]([C:28]#[N:29])=[CH:26][N:27]=3)[CH:19]=[C:18]([N:5]3[CH2:6][CH2:7][N:2]([CH3:1])[CH2:3][CH2:4]3)[N:17]=2)=[CH:11][CH:10]=1, predict the reactants needed to synthesize it. The reactants are: [CH3:1][N:2]1[CH2:7][CH2:6][NH:5][CH2:4][CH2:3]1.[NH2:8][C:9]1[CH:14]=[CH:13][C:12]([S:15][C:16]2[N:21]=[C:20]([NH:22][C:23]3[S:24][C:25]([C:28]#[N:29])=[CH:26][N:27]=3)[CH:19]=[C:18](Cl)[N:17]=2)=[CH:11][CH:10]=1.